The task is: Predict the reaction yield, written as a fraction of the theoretical maximum amount of product (1.0 means a 100% yield; for example, 0.34 means a 34% yield).. This data is from Reaction yield outcomes from USPTO patents with 853,638 reactions. The reactants are [CH2:1]([N:3]1[C:11]2[C:6](=[CH:7][C:8]([F:12])=[CH:9][CH:10]=2)[C:5]([CH:13]=O)=[CH:4]1)[CH3:2].[CH3:15][N:16]1C2C(=CC=CC=2)C(C)=C1C=O. No catalyst specified. The product is [CH2:1]([N:3]1[C:11]2[C:6](=[CH:7][C:8]([F:12])=[CH:9][CH:10]=2)[C:5]([CH2:13][NH:16][CH3:15])=[CH:4]1)[CH3:2]. The yield is 0.500.